The task is: Predict the product of the given reaction.. This data is from Forward reaction prediction with 1.9M reactions from USPTO patents (1976-2016). (1) Given the reactants [F:1][C:2]1[CH:3]=[C:4]([CH2:19][OH:20])[CH:5]=[CH:6][C:7]=1[O:8][C:9]1[CH:10]=[N:11][CH:12]=[C:13]([C:15]([F:18])([F:17])[F:16])[CH:14]=1.Cl[C:22]1[CH:33]=[C:26]2[N:27]([CH3:32])[C@H:28]([CH3:31])[CH2:29][CH2:30][N:25]2[C:24](=[O:34])[N:23]=1, predict the reaction product. The product is: [F:1][C:2]1[CH:3]=[C:4]([CH:5]=[CH:6][C:7]=1[O:8][C:9]1[CH:10]=[N:11][CH:12]=[C:13]([C:15]([F:16])([F:17])[F:18])[CH:14]=1)[CH2:19][O:20][C:22]1[CH:33]=[C:26]2[N:27]([CH3:32])[C@H:28]([CH3:31])[CH2:29][CH2:30][N:25]2[C:24](=[O:34])[N:23]=1. (2) The product is: [CH3:1][N:2]([O:14][CH3:15])[C:3](=[O:13])[CH2:4][C@@H:5]1[CH2:10][CH2:9][N:8]([CH2:16][CH2:17][CH2:18][CH2:19][CH2:20][CH2:21][CH3:22])[CH2:7][C@@H:6]1[CH:11]=[CH2:12]. Given the reactants [CH3:1][N:2]([O:14][CH3:15])[C:3](=[O:13])[CH2:4][C@@H:5]1[CH2:10][CH2:9][NH:8][CH2:7][C@@H:6]1[CH:11]=[CH2:12].[CH:16](=O)[CH2:17][CH2:18][CH2:19][CH2:20][CH2:21][CH3:22].C(O[BH-](OC(=O)C)OC(=O)C)(=O)C.[Na+], predict the reaction product. (3) The product is: [I:12][C:13]1[CH:18]=[CH:17][N:16]=[C:15]([O:19][CH3:20])[C:14]=1[C:21]1[NH:1][C:2]2[CH:3]=[C:4]([C:5]#[N:6])[CH:7]=[C:8]([CH3:11])[C:9]=2[N:10]=1. Given the reactants [NH2:1][C:2]1[CH:3]=[C:4]([CH:7]=[C:8]([CH3:11])[C:9]=1[NH2:10])[C:5]#[N:6].[I:12][C:13]1[CH:18]=[CH:17][N:16]=[C:15]([O:19][CH3:20])[C:14]=1[CH:21]=O.II, predict the reaction product. (4) Given the reactants C(OC([N:8]1[CH2:13][CH2:12][CH:11]([C:14]2[C:19]([CH:20]3[CH2:23][N:22]([C:24]4[CH:33]=[CH:32][C:31]5[C:26](=[CH:27][CH:28]=[CH:29][CH:30]=5)[N:25]=4)[CH2:21]3)=[N:18][CH:17]=[CH:16][N:15]=2)[CH2:10][CH2:9]1)=O)(C)(C)C.[ClH:34].CO, predict the reaction product. The product is: [ClH:34].[NH:8]1[CH2:13][CH2:12][CH:11]([C:14]2[C:19]([CH:20]3[CH2:21][N:22]([C:24]4[CH:33]=[CH:32][C:31]5[C:26](=[CH:27][CH:28]=[CH:29][CH:30]=5)[N:25]=4)[CH2:23]3)=[N:18][CH:17]=[CH:16][N:15]=2)[CH2:10][CH2:9]1.